From a dataset of Forward reaction prediction with 1.9M reactions from USPTO patents (1976-2016). Predict the product of the given reaction. (1) Given the reactants [F:1][CH:2]([F:20])[C:3]1[CH:4]=[C:5]([C:9]2[N:14]=[C:13]([S:15][CH3:16])[N:12]=[C:11](O)[C:10]=2[C:18]#[N:19])[CH:6]=[CH:7][CH:8]=1.O=P(Cl)(Cl)[Cl:23], predict the reaction product. The product is: [F:1][CH:2]([F:20])[C:3]1[CH:4]=[C:5]([C:9]2[N:14]=[C:13]([S:15][CH3:16])[N:12]=[C:11]([Cl:23])[C:10]=2[C:18]#[N:19])[CH:6]=[CH:7][CH:8]=1. (2) The product is: [CH3:18][C:17]1[CH:19]=[CH:20][C:14]([S:11]([O:10][CH2:9][CH2:8][O:7][CH:1]2[CH2:6][CH2:5][CH2:4][CH:3]=[CH:2]2)(=[O:13])=[O:12])=[CH:15][CH:16]=1. Given the reactants [CH:1]1([O:7][CH2:8][CH2:9][OH:10])[CH2:6][CH2:5][CH2:4][CH:3]=[CH:2]1.[S:11](Cl)([C:14]1[CH:20]=[CH:19][C:17]([CH3:18])=[CH:16][CH:15]=1)(=[O:13])=[O:12].O, predict the reaction product. (3) Given the reactants O(C=C)S(C(F)(F)F)(=O)=O.C(B(CC)[C:14]1[CH:15]=[N:16][CH:17]=[CH:18][CH:19]=1)C.FC(F)(F)S(O[C:28]1[C@:29]2([CH2:46][CH2:45][C@H:44]3[C@@H:34]([CH2:35][CH:36]=[C:37]4[C@:42]3([CH3:43])[CH2:41][CH2:40][C@H:39]([O:47][C:48](=[O:50])[CH3:49])[CH2:38]4)[C@@H:31]2[CH2:32][CH:33]=1)[CH3:30])(=O)=O.C(=O)([O-])[O-].[Na+].[Na+], predict the reaction product. The product is: [CH3:49][C:48]([O:47][C@@H:39]1[CH2:38][C:37]2[C@@:42]([CH3:43])([C@@H:44]3[C@@H:34]([CH2:35][CH:36]=2)[C@@H:31]2[CH2:32][CH:33]=[C:28]([C:14]4[CH:19]=[CH:18][CH:17]=[N:16][CH:15]=4)[C@@:29]2([CH3:30])[CH2:46][CH2:45]3)[CH2:41][CH2:40]1)=[O:50]. (4) Given the reactants [CH:1]12[O:7][CH:4]([CH2:5][CH2:6]1)[CH:3]1[C:8]([O:10]C(=O)[CH:2]21)=[O:9], predict the reaction product. The product is: [CH:4]12[O:7][CH:1]([CH2:6][CH2:5]1)[CH2:2][CH:3]2[C:8]([OH:10])=[O:9]. (5) Given the reactants [H-].[Na+].[F:3][C:4]1[CH:5]=[CH:6][C:7]2[C:13](=[O:14])[CH2:12][CH2:11][CH2:10][O:9][C:8]=2[CH:15]=1.Cl.[CH3:17][O:18][C:19](=O)[O:20]C, predict the reaction product. The product is: [CH3:17][O:18][C:19]([CH:12]1[CH2:11][CH2:10][O:9][C:8]2[CH:15]=[C:4]([F:3])[CH:5]=[CH:6][C:7]=2[C:13]1=[O:14])=[O:20]. (6) Given the reactants O1[C:5]2([CH2:10][CH2:9][N:8]([C:11]3[CH:16]=[CH:15][C:14]([NH:17][S:18]([C:21]4[CH:26]=[CH:25][C:24]([NH:27][C:28](=[O:30])[CH3:29])=[CH:23][CH:22]=4)(=[O:20])=[O:19])=[CH:13][CH:12]=3)[CH2:7][CH2:6]2)[O:4]CC1.Cl, predict the reaction product. The product is: [O:4]=[C:5]1[CH2:6][CH2:7][N:8]([C:11]2[CH:16]=[CH:15][C:14]([NH:17][S:18]([C:21]3[CH:26]=[CH:25][C:24]([NH:27][C:28](=[O:30])[CH3:29])=[CH:23][CH:22]=3)(=[O:19])=[O:20])=[CH:13][CH:12]=2)[CH2:9][CH2:10]1.